This data is from Catalyst prediction with 721,799 reactions and 888 catalyst types from USPTO. The task is: Predict which catalyst facilitates the given reaction. (1) Reactant: [F:1][C:2]1([F:40])[CH2:6][CH2:5][N:4]([CH2:7][C:8]2[CH:9]=[C:10]([C:13]([C:15]3[C:16]([NH:21][C@H:22]4[CH2:26][C@H:25]([O:27][Si:28]([CH:35]([CH3:37])[CH3:36])([CH:32]([CH3:34])[CH3:33])[CH:29]([CH3:31])[CH3:30])[C@@H:24]([CH2:38][OH:39])[CH2:23]4)=[N:17][CH:18]=[N:19][CH:20]=3)=[O:14])[S:11][CH:12]=2)[CH2:3]1.Cl[S:42]([NH2:45])(=[O:44])=[O:43]. Product: [S:42](=[O:44])(=[O:43])([O:39][CH2:38][C@H:24]1[CH2:23][C@@H:22]([NH:21][C:16]2[C:15]([C:13]([C:10]3[S:11][CH:12]=[C:8]([CH2:7][N:4]4[CH2:5][CH2:6][C:2]([F:1])([F:40])[CH2:3]4)[CH:9]=3)=[O:14])=[CH:20][N:19]=[CH:18][N:17]=2)[CH2:26][C@@H:25]1[O:27][Si:28]([CH:35]([CH3:37])[CH3:36])([CH:32]([CH3:33])[CH3:34])[CH:29]([CH3:31])[CH3:30])[NH2:45]. The catalyst class is: 3. (2) Reactant: C[O:2][C:3](=[O:21])[C@H:4]([CH2:14][C:15]1[CH:20]=[CH:19][CH:18]=[CH:17][CH:16]=1)[NH:5][C:6]([C:8]1[CH:13]=[N:12][CH:11]=[CH:10][N:9]=1)=[O:7].[OH-].[Na+].Cl. Product: [N:9]1[CH:10]=[CH:11][N:12]=[CH:13][C:8]=1[C:6]([NH:5][C@H:4]([C:3]([OH:21])=[O:2])[CH2:14][C:15]1[CH:16]=[CH:17][CH:18]=[CH:19][CH:20]=1)=[O:7]. The catalyst class is: 21. (3) Reactant: [CH:1]1([N:4]([CH3:20])[C:5]2[C:6](=[O:19])[NH:7][C:8]3[C:13]([N:14]=2)=[CH:12][C:11]([C:15]([O:17][CH3:18])=[O:16])=[CH:10][CH:9]=3)[CH2:3][CH2:2]1.N1C=CC=CC=1.[O:27](S(C(F)(F)F)(=O)=O)[S:28]([C:31]([F:34])([F:33])[F:32])(=O)=[O:29]. Product: [CH:1]1([N:4]([CH3:20])[C:5]2[C:6]([O:19][S:28]([C:31]([F:34])([F:33])[F:32])(=[O:29])=[O:27])=[N:7][C:8]3[C:13]([N:14]=2)=[CH:12][C:11]([C:15]([O:17][CH3:18])=[O:16])=[CH:10][CH:9]=3)[CH2:2][CH2:3]1. The catalyst class is: 4. (4) Reactant: [I-].[CH3:2][P+](C1C=CC=CC=1)(C1C=CC=CC=1)C1C=CC=CC=1.[Li]CCCC.CCCCCC.[CH3:33][O:34][C:35]1[C:40]([CH:41]=O)=[CH:39][N:38]=[C:37]2[N:43]([CH2:46][O:47][CH2:48][CH2:49][Si:50]([CH3:53])([CH3:52])[CH3:51])[CH:44]=[CH:45][C:36]=12. Product: [CH3:33][O:34][C:35]1[C:40]([CH:41]=[CH2:2])=[CH:39][N:38]=[C:37]2[N:43]([CH2:46][O:47][CH2:48][CH2:49][Si:50]([CH3:53])([CH3:52])[CH3:51])[CH:44]=[CH:45][C:36]=12. The catalyst class is: 1.